From a dataset of Full USPTO retrosynthesis dataset with 1.9M reactions from patents (1976-2016). Predict the reactants needed to synthesize the given product. Given the product [Br:18][C:8]1[CH:7]=[C:6]2[C:11](=[C:10]([C:15](=[O:16])[NH2:17])[CH:9]=1)[NH:12][C:13]1[CH:14]=[C:2]([N:1]3[CH2:43][CH2:42][N:34]([C:35]([O:36][C:37]([CH3:39])([CH3:38])[CH3:40])=[O:41])[CH2:33][CH2:32]3)[CH:3]=[CH:4][C:5]2=1, predict the reactants needed to synthesize it. The reactants are: [NH2:1][C:2]1[CH:14]=[C:13]2[C:5]([C:6]3[CH:7]=[C:8]([Br:18])[CH:9]=[C:10]([C:15]([NH2:17])=[O:16])[C:11]=3[NH:12]2)=[CH:4][CH:3]=1.C([O-])(=O)C.[K+].C(OC)(OC)OC.O=[CH:32][CH2:33][N:34]([CH2:42][CH:43]=O)[C:35](=[O:41])[O:36][C:37]([CH3:40])([CH3:39])[CH3:38].C([BH3-])#N.[Na+].